From a dataset of Reaction yield outcomes from USPTO patents with 853,638 reactions. Predict the reaction yield, written as a fraction of the theoretical maximum amount of product (1.0 means a 100% yield; for example, 0.34 means a 34% yield). The reactants are [Cl:1][C:2]1[CH:7]=[CH:6][C:5]([N+:8]([O-])=O)=[CH:4][C:3]=1[N:11]1[C:15](=[O:16])[N:14]([CH3:17])[N:13]=[N:12]1.O.O.Cl[Sn]Cl. The catalyst is CCO. The product is [NH2:8][C:5]1[CH:6]=[CH:7][C:2]([Cl:1])=[C:3]([N:11]2[C:15](=[O:16])[N:14]([CH3:17])[N:13]=[N:12]2)[CH:4]=1. The yield is 0.680.